This data is from Merck oncology drug combination screen with 23,052 pairs across 39 cell lines. The task is: Regression. Given two drug SMILES strings and cell line genomic features, predict the synergy score measuring deviation from expected non-interaction effect. Drug 1: C=CCn1c(=O)c2cnc(Nc3ccc(N4CCN(C)CC4)cc3)nc2n1-c1cccc(C(C)(C)O)n1. Drug 2: C#Cc1cccc(Nc2ncnc3cc(OCCOC)c(OCCOC)cc23)c1. Cell line: HT144. Synergy scores: synergy=13.3.